This data is from Full USPTO retrosynthesis dataset with 1.9M reactions from patents (1976-2016). The task is: Predict the reactants needed to synthesize the given product. (1) Given the product [F:37][C:36]([F:39])([F:38])[S:33]([C:2]1[CH:18]=[CH:17][C:5]([CH:6]2[CH2:15][C:14](=[O:16])[C:13]3[C:8](=[CH:9][CH:10]=[CH:11][CH:12]=3)[O:7]2)=[CH:4][CH:3]=1)(=[O:35])=[O:34], predict the reactants needed to synthesize it. The reactants are: O[C:2]1[CH:18]=[CH:17][C:5]([CH:6]2[CH2:15][C:14](=[O:16])[C:13]3[C:8](=[CH:9][CH:10]=[CH:11][CH:12]=3)[O:7]2)=[CH:4][CH:3]=1.C(N(CC)CC)C.C1C=CC(N([S:33]([C:36]([F:39])([F:38])[F:37])(=[O:35])=[O:34])[S:33]([C:36]([F:39])([F:38])[F:37])(=[O:35])=[O:34])=CC=1. (2) The reactants are: Cl.[CH3:2][N:3]1[C:7]2[CH:8]=[CH:9][C:10]([C:12]3[CH:17]=[CH:16][C:15]([C:18]([N:20]4[CH2:25][CH2:24][NH:23][CH2:22][CH2:21]4)=[O:19])=[CH:14][CH:13]=3)=[CH:11][C:6]=2[N:5]=[CH:4]1.[C:26]([O:30][C:31]([NH:33][C:34]1([C:37](O)=[O:38])[CH2:36][CH2:35]1)=[O:32])([CH3:29])([CH3:28])[CH3:27].CN(C(ON1N=NC2C=CC=CC1=2)=[N+](C)C)C.F[P-](F)(F)(F)(F)F.CCN(C(C)C)C(C)C. Given the product [CH3:2][N:3]1[C:7]2[CH:8]=[CH:9][C:10]([C:12]3[CH:17]=[CH:16][C:15]([C:18]([N:20]4[CH2:25][CH2:24][N:23]([C:37]([C:34]5([NH:33][C:31](=[O:32])[O:30][C:26]([CH3:28])([CH3:27])[CH3:29])[CH2:36][CH2:35]5)=[O:38])[CH2:22][CH2:21]4)=[O:19])=[CH:14][CH:13]=3)=[CH:11][C:6]=2[N:5]=[CH:4]1, predict the reactants needed to synthesize it.